From a dataset of TCR-epitope binding with 47,182 pairs between 192 epitopes and 23,139 TCRs. Binary Classification. Given a T-cell receptor sequence (or CDR3 region) and an epitope sequence, predict whether binding occurs between them. (1) The epitope is ISPRTLNAW. The TCR CDR3 sequence is CASSSATGITGELFF. Result: 1 (the TCR binds to the epitope). (2) The epitope is EEHVQIHTI. The TCR CDR3 sequence is CASSFFGTGGGETQYF. Result: 0 (the TCR does not bind to the epitope). (3) The epitope is FSKQLQQSM. The TCR CDR3 sequence is CASSLAGGNYEQYF. Result: 0 (the TCR does not bind to the epitope).